Regression. Given a peptide amino acid sequence and an MHC pseudo amino acid sequence, predict their binding affinity value. This is MHC class II binding data. From a dataset of Peptide-MHC class II binding affinity with 134,281 pairs from IEDB. (1) The peptide sequence is DYEYKVSKLVSRLVI. The MHC is DRB1_0701 with pseudo-sequence DRB1_0701. The binding affinity (normalized) is 0.639. (2) The peptide sequence is ALFKAIEAYLLAHPD. The MHC is DRB1_0701 with pseudo-sequence DRB1_0701. The binding affinity (normalized) is 0.673.